This data is from Reaction yield outcomes from USPTO patents with 853,638 reactions. The task is: Predict the reaction yield, written as a fraction of the theoretical maximum amount of product (1.0 means a 100% yield; for example, 0.34 means a 34% yield). (1) The reactants are [F:1][C:2]1([F:52])[CH2:7][C@H:6]([O:8][C:9]2[C:14]([CH3:15])=[CH:13][C:12]([S:16]([N:19](CC3C=CC(OC)=CC=3OC)[C:20]3[CH:25]=[CH:24][N:23]=[CH:22][N:21]=3)(=[O:18])=[O:17])=[C:11]([F:37])[CH:10]=2)[C@@H:5]([C:38]2[CH:39]=[N:40][N:41](CC3C=CC(OC)=CC=3)[CH:42]=2)[CH2:4][CH2:3]1.C([SiH](CC)CC)C.FC(F)(F)C(O)=O. The catalyst is ClCCl. The product is [F:52][C:2]1([F:1])[CH2:7][C@H:6]([O:8][C:9]2[C:14]([CH3:15])=[CH:13][C:12]([S:16]([NH:19][C:20]3[CH:25]=[CH:24][N:23]=[CH:22][N:21]=3)(=[O:17])=[O:18])=[C:11]([F:37])[CH:10]=2)[C@@H:5]([C:38]2[CH:42]=[N:41][NH:40][CH:39]=2)[CH2:4][CH2:3]1. The yield is 0.940. (2) The reactants are [Cl:1][C:2]1C(=O)[NH:6][C:5]([CH:9]2[CH2:11][CH2:10]2)=[N:4][C:3]=1C(O)=O.[C:15]([O:18][CH2:19]C)(=[O:17])[CH3:16].C[N:22](C)C=O.S(Cl)(Cl)=O. The catalyst is O. The product is [NH2:22][C:3]1[N:4]=[C:5]([CH:9]2[CH2:11][CH2:10]2)[N:6]=[C:16]([C:15]([O:18][CH3:19])=[O:17])[C:2]=1[Cl:1]. The yield is 0.930. (3) The reactants are [CH3:1][O:2][C:3]1[CH:4]=[C:5]([NH:11][C:12]2[C:13]3[N:29]=[CH:28][S:27][C:14]=3[N:15]=[C:16]([C:18]3[CH:19]=[C:20]([CH:24]=[CH:25][CH:26]=3)[C:21]([OH:23])=O)[N:17]=2)[CH:6]=[CH:7][C:8]=1[O:9][CH3:10].CCN(C(C)C)C(C)C.[N:39]1([C:46]([O:48][C:49]([CH3:52])([CH3:51])[CH3:50])=[O:47])[CH2:45][CH2:44][CH2:43][NH:42][CH2:41][CH2:40]1.C1N(P(Cl)(N2C(=O)OCC2)=O)C(=O)OC1. The catalyst is C1COCC1. The product is [C:49]([O:48][C:46]([N:39]1[CH2:45][CH2:44][CH2:43][N:42]([C:21](=[O:23])[C:20]2[CH:24]=[CH:25][CH:26]=[C:18]([C:16]3[N:17]=[C:12]([NH:11][C:5]4[CH:6]=[CH:7][C:8]([O:9][CH3:10])=[C:3]([O:2][CH3:1])[CH:4]=4)[C:13]4[N:29]=[CH:28][S:27][C:14]=4[N:15]=3)[CH:19]=2)[CH2:41][CH2:40]1)=[O:47])([CH3:52])([CH3:50])[CH3:51]. The yield is 0.957. (4) The reactants are [OH:1][C:2]([CH3:35])([CH3:34])[CH2:3][C@@:4]1([C:28]2[CH:33]=[CH:32][CH:31]=[CH:30][CH:29]=2)[O:9][C:8](=[O:10])[N:7]([C@H:11]([C:13]2[CH:18]=[CH:17][C:16](B3OC(C)(C)C(C)(C)O3)=[CH:15][CH:14]=2)[CH3:12])[CH2:6][CH2:5]1.Br[C:37]1[CH:42]=[CH:41][N:40]([C@@H:43]2[CH2:47][CH2:46][O:45][CH2:44]2)[C:39](=[O:48])[CH:38]=1. No catalyst specified. The product is [OH:1][C:2]([CH3:34])([CH3:35])[CH2:3][C@@:4]1([C:28]2[CH:33]=[CH:32][CH:31]=[CH:30][CH:29]=2)[O:9][C:8](=[O:10])[N:7]([C@H:11]([C:13]2[CH:14]=[CH:15][C:16]([C:37]3[CH:42]=[CH:41][N:40]([C@@H:43]4[CH2:47][CH2:46][O:45][CH2:44]4)[C:39](=[O:48])[CH:38]=3)=[CH:17][CH:18]=2)[CH3:12])[CH2:6][CH2:5]1. The yield is 0.650. (5) The reactants are [CH2:1]([C:5]1[N:6]=[C:7]([CH3:30])[N:8]([CH2:27][CH2:28][OH:29])[C:9](=[O:26])[C:10]=1[CH2:11][C:12]1[CH:17]=[CH:16][C:15]([C:18]2[C:19]([C:24]#[N:25])=[CH:20][CH:21]=[CH:22][CH:23]=2)=[CH:14][CH:13]=1)[CH2:2][CH2:3][CH3:4].FC(F)(F)S(O[Si](C(C)(C)C)(C)C)(=O)=O.[N:46]1C(C)=CC=CC=1C.[Cl-].O[NH3+].[C:57](=[O:60])([O-])[OH:58].[Na+]. The catalyst is C(OCC)(=O)C.CS(C)=O.O1CCCC1. The product is [CH2:1]([C:5]1[N:6]=[C:7]([CH3:30])[N:8]([CH2:27][CH2:28][OH:29])[C:9](=[O:26])[C:10]=1[CH2:11][C:12]1[CH:17]=[CH:16][C:15]([C:18]2[CH:23]=[CH:22][CH:21]=[CH:20][C:19]=2[C:24]2[NH:46][C:57](=[O:60])[O:58][N:25]=2)=[CH:14][CH:13]=1)[CH2:2][CH2:3][CH3:4]. The yield is 0.190. (6) The reactants are [F:1][C:2]([F:13])([F:12])[C:3]1[CH:4]=[C:5]([CH2:9][C:10]#[N:11])[CH:6]=[CH:7][CH:8]=1.Br[CH2:15][CH2:16][CH2:17][CH2:18][CH2:19]Br. No catalyst specified. The product is [F:1][C:2]([F:12])([F:13])[C:3]1[CH:4]=[C:5]([C:9]2([C:10]#[N:11])[CH2:19][CH2:18][CH2:17][CH2:16][CH2:15]2)[CH:6]=[CH:7][CH:8]=1. The yield is 0.900. (7) The reactants are Cl.[CH3:2][NH:3][OH:4].C[O-].[Na+].[OH:8][C:9]1[CH:10]=[C:11]2[C:16](=[CH:17][CH:18]=1)[O:15][CH:14]([C:19]1[CH:24]=[CH:23][CH:22]=[CH:21][CH:20]=1)[CH2:13]/[C:12]/2=[N:25]\[C:26]#[N:27]. The catalyst is CO. The product is [NH2:27][C:26]1[N:3]([CH3:2])[O:4][C:12]2([C:11]3[C:16](=[CH:17][CH:18]=[C:9]([OH:8])[CH:10]=3)[O:15][CH:14]([C:19]3[CH:24]=[CH:23][CH:22]=[CH:21][CH:20]=3)[CH2:13]2)[N:25]=1. The yield is 0.200.